This data is from Full USPTO retrosynthesis dataset with 1.9M reactions from patents (1976-2016). The task is: Predict the reactants needed to synthesize the given product. (1) Given the product [C:1]([O:5][C:6]([N:8]1[CH2:13][CH2:12][CH:11]([C:14](=[O:23])[N:15]([C:16]2[CH:21]=[CH:20][CH:19]=[CH:18][C:17]=2[Br:22])[CH2:27][CH2:28][O:29][CH:30]2[CH2:35][CH2:34][CH2:33][CH2:32][O:31]2)[CH2:10][CH2:9]1)=[O:7])([CH3:4])([CH3:2])[CH3:3], predict the reactants needed to synthesize it. The reactants are: [C:1]([O:5][C:6]([N:8]1[CH2:13][CH2:12][CH:11]([C:14](=[O:23])[NH:15][C:16]2[CH:21]=[CH:20][CH:19]=[CH:18][C:17]=2[Br:22])[CH2:10][CH2:9]1)=[O:7])([CH3:4])([CH3:3])[CH3:2].[H-].[Na+].Br[CH2:27][CH2:28][O:29][CH:30]1[CH2:35][CH2:34][CH2:33][CH2:32][O:31]1. (2) Given the product [Br-:34].[F:23][C:24]1[CH:29]=[CH:28][CH:27]=[CH:26][C:25]=1[O:30][CH2:31][CH2:32][CH2:33][N+:1]12[CH2:6][CH2:5][C:4]([C:9]([OH:10])([C:17]3[CH:22]=[CH:21][CH:20]=[CH:19][CH:18]=3)[C:11]3[CH:12]=[CH:13][CH:14]=[CH:15][CH:16]=3)([CH2:3][CH2:2]1)[CH2:7][CH2:8]2, predict the reactants needed to synthesize it. The reactants are: [N:1]12[CH2:8][CH2:7][C:4]([C:9]([C:17]3[CH:22]=[CH:21][CH:20]=[CH:19][CH:18]=3)([C:11]3[CH:16]=[CH:15][CH:14]=[CH:13][CH:12]=3)[OH:10])([CH2:5][CH2:6]1)[CH2:3][CH2:2]2.[F:23][C:24]1[CH:29]=[CH:28][CH:27]=[CH:26][C:25]=1[O:30][CH2:31][CH2:32][CH2:33][Br:34].